From a dataset of hERG Central: cardiac toxicity at 1µM, 10µM, and general inhibition. Predict hERG channel inhibition at various concentrations. (1) The drug is COc1cc(OC)cc(C(=O)NCCCCc2ccccc2)c1. Results: hERG_inhib (hERG inhibition (general)): blocker. (2) The drug is CN1CCc2nc(SCCOc3ccccc3)c(C#N)cc2C1. Results: hERG_inhib (hERG inhibition (general)): blocker.